From a dataset of Catalyst prediction with 721,799 reactions and 888 catalyst types from USPTO. Predict which catalyst facilitates the given reaction. (1) The catalyst class is: 4. Product: [C:29]([C:28]1[CH:27]=[C:26]([NH:25][S:13]([C:10]2[CH:11]=[CH:12][C:3]([O:2][CH3:1])=[C:4]3[C:9]=2[O:8][CH2:7][C@H:6]([N:17]([CH3:24])[C:18](=[O:23])[C:19]([F:22])([F:21])[F:20])[CH2:5]3)(=[O:15])=[O:14])[CH:33]=[CH:32][CH:31]=1)#[N:30]. Reactant: [CH3:1][O:2][C:3]1[CH:12]=[CH:11][C:10]([S:13](Cl)(=[O:15])=[O:14])=[C:9]2[C:4]=1[CH2:5][C@@H:6]([N:17]([CH3:24])[C:18](=[O:23])[C:19]([F:22])([F:21])[F:20])[CH2:7][O:8]2.[NH2:25][C:26]1[CH:27]=[C:28]([CH:31]=[CH:32][CH:33]=1)[C:29]#[N:30].N1C=CC=CC=1.CCOC(C)=O. (2) Reactant: [CH2:1]([CH:3]([C:6]1[C:7]2[N:8]([C:13]([C:17]3[S:21][C:20]([C:22]#[N:23])=[CH:19][C:18]=3[CH3:24])=[C:14]([CH3:16])[N:15]=2)[N:9]=[C:10]([CH3:12])[CH:11]=1)[CH2:4][CH3:5])[CH3:2].CN(C=O)C.N(CC)(CC)CC.Cl.[N-:38]=[N+:39]=[N-:40].[Na+]. The catalyst class is: 6. Product: [CH2:1]([CH:3]([C:6]1[C:7]2[N:8]([C:13]([C:17]3[S:21][C:20]([C:22]4[NH:40][N:39]=[N:38][N:23]=4)=[CH:19][C:18]=3[CH3:24])=[C:14]([CH3:16])[N:15]=2)[N:9]=[C:10]([CH3:12])[CH:11]=1)[CH2:4][CH3:5])[CH3:2]. (3) Reactant: [Cl:1][C:2]1[C:3]([NH:12][C@H:13]2[CH2:18][CH2:17][CH2:16][N:15]([CH:19]3[CH2:24][CH2:23][N:22](C(OC(C)(C)C)=O)[CH2:21][CH2:20]3)[C:14]2=[O:32])=[N:4][CH:5]=[C:6]([C:8]([F:11])([F:10])[F:9])[CH:7]=1.C(Cl)Cl.Cl. Product: [ClH:1].[Cl:1][C:2]1[C:3]([NH:12][C@H:13]2[CH2:18][CH2:17][CH2:16][N:15]([CH:19]3[CH2:20][CH2:21][NH:22][CH2:23][CH2:24]3)[C:14]2=[O:32])=[N:4][CH:5]=[C:6]([C:8]([F:11])([F:10])[F:9])[CH:7]=1. The catalyst class is: 5.